Task: Predict which catalyst facilitates the given reaction.. Dataset: Catalyst prediction with 721,799 reactions and 888 catalyst types from USPTO (1) Reactant: [NH2:1][CH2:2][CH2:3][CH2:4][O:5][C:6]1[C:11]([CH3:12])=[CH:10][C:9]([CH2:13][CH2:14][C:15]([C:17]2[S:24][C:23]([CH3:25])=[C:22]3[C:18]=2[CH2:19][C@H:20]2[C:26]([CH3:28])([CH3:27])[C@H:21]23)=[O:16])=[CH:8][C:7]=1[CH3:29].CCN(C(C)C)C(C)C.CN(C(ON1N=NC2C=CC=CC1=2)=[N+](C)C)C.[B-](F)(F)(F)F.[C:61](O)(=[O:64])[CH2:62][OH:63]. Product: [CH3:12][C:11]1[CH:10]=[C:9]([CH2:13][CH2:14][C:15](=[O:16])[C:17]2[S:24][C:23]([CH3:25])=[C:22]3[C:18]=2[CH2:19][C@H:20]2[C:26]([CH3:27])([CH3:28])[C@H:21]23)[CH:8]=[C:7]([CH3:29])[C:6]=1[O:5][CH2:4][CH2:3][CH2:2][NH:1][C:62](=[O:63])[CH2:61][OH:64]. The catalyst class is: 2. (2) Product: [NH:1]1[C:9]2[C:4](=[CH:5][CH:6]=[CH:7][CH:8]=2)[CH:3]=[C:2]1[C:10]([O-:12])=[O:11].[C:32]1([S+:25]([C:19]2[CH:20]=[CH:21][CH:22]=[CH:23][CH:24]=2)[C:26]2[CH:31]=[CH:30][CH:29]=[CH:28][CH:27]=2)[CH:33]=[CH:34][CH:35]=[CH:36][CH:37]=1. Reactant: [NH:1]1[C:9]2[C:4](=[CH:5][CH:6]=[CH:7][CH:8]=2)[CH:3]=[C:2]1[C:10]([OH:12])=[O:11].C(=O)([O-])[O-].[Pb+2].[I-].[C:19]1([S+:25]([C:32]2[CH:37]=[CH:36][CH:35]=[CH:34][CH:33]=2)[C:26]2[CH:31]=[CH:30][CH:29]=[CH:28][CH:27]=2)[CH:24]=[CH:23][CH:22]=[CH:21][CH:20]=1. The catalyst class is: 5. (3) Reactant: [N+:1]([C:4]1[NH:5][CH:6]=[CH:7][N:8]=1)([O-:3])=[O:2].Br[CH2:10][CH2:11][CH2:12][N:13]1[C:17](=[O:18])[C:16]2=[CH:19][CH:20]=[CH:21][CH:22]=[C:15]2[C:14]1=[O:23].C(N(CC)C(C)C)(C)C. Product: [C:14]1(=[O:23])[N:13]([CH2:12][CH2:11][CH2:10][N:5]2[CH:6]=[CH:7][N:8]=[C:4]2[N+:1]([O-:3])=[O:2])[C:17](=[O:18])[C:16]2=[CH:19][CH:20]=[CH:21][CH:22]=[C:15]12. The catalyst class is: 6. (4) Reactant: [NH:1]1[CH2:6][CH2:5][CH:4]([N:7]2[C:15]3[C:10](=[N:11][CH:12]=[CH:13][CH:14]=3)[NH:9][C:8]2=[O:16])[CH2:3][CH2:2]1.[Cl:17][C:18]1[CH:23]=[C:22]([C:24]([N:26]2[C:34]3[C:29](=[CH:30][C:31]([F:35])=[CH:32][CH:33]=3)[CH2:28][CH2:27]2)=[O:25])[CH:21]=[C:20](Cl)[N:19]=1.CCN(C(C)C)C(C)C. Product: [Cl:17][C:18]1[N:19]=[C:20]([N:1]2[CH2:2][CH2:3][CH:4]([N:7]3[C:15]4[C:10](=[N:11][CH:12]=[CH:13][CH:14]=4)[NH:9][C:8]3=[O:16])[CH2:5][CH2:6]2)[CH:21]=[C:22]([C:24]([N:26]2[C:34]3[C:29](=[CH:30][C:31]([F:35])=[CH:32][CH:33]=3)[CH2:28][CH2:27]2)=[O:25])[CH:23]=1. The catalyst class is: 3.